From a dataset of Full USPTO retrosynthesis dataset with 1.9M reactions from patents (1976-2016). Predict the reactants needed to synthesize the given product. Given the product [Cl:23][C:24]1[CH:25]=[C:26]([CH2:31][S:32]([NH:35][C:36]2[N:37]=[N:38][C:39]([S:44]([CH2:47][CH2:48][CH3:49])(=[O:46])=[O:45])=[CH:40][C:41]=2[OH:42])(=[O:33])=[O:34])[CH:27]=[C:28]([Cl:30])[CH:29]=1, predict the reactants needed to synthesize it. The reactants are: ClC1N=NC(NS(CC2C=C(C#N)C=CC=2Cl)(=O)=O)=C(O)C=1.[Cl:23][C:24]1[CH:25]=[C:26]([CH2:31][S:32]([NH:35][C:36]2[N:37]=[N:38][C:39]([S:44]([CH2:47][CH2:48][CH3:49])(=[O:46])=[O:45])=[CH:40][C:41]=2[O:42]C)(=[O:34])=[O:33])[CH:27]=[C:28]([Cl:30])[CH:29]=1.ClC1N=NC(NS(CC2C=C(C#N)C=CC=2Cl)(=O)=O)=C(OC)C=1.